Dataset: Forward reaction prediction with 1.9M reactions from USPTO patents (1976-2016). Task: Predict the product of the given reaction. (1) Given the reactants [Cl:1][C:2]1[CH:7]=[CH:6][C:5]([N+:8]([O-])=O)=[CH:4][C:3]=1[C:11]1[CH:20]=[CH:19][C:18]2[C:13](=[N:14][CH:15]=[CH:16][CH:17]=2)[N:12]=1.[Sn](Cl)Cl.C([O-])(O)=O.[Na+].[OH-].[Na+], predict the reaction product. The product is: [Cl:1][C:2]1[CH:7]=[CH:6][C:5]([NH2:8])=[CH:4][C:3]=1[C:11]1[CH:20]=[CH:19][C:18]2[C:13](=[N:14][CH:15]=[CH:16][CH:17]=2)[N:12]=1. (2) Given the reactants [CH2:1]([O:5][C:6]1[CH:11]=[CH:10][CH:9]=[C:8]([Cl:12])[C:7]=1[C:13]#[N:14])[CH:2]1[O:4][CH2:3]1.[CH3:15][C:16]([NH2:27])([CH3:26])[CH2:17][C:18]1[CH:23]=[CH:22][C:21]([O:24][CH3:25])=[CH:20][CH:19]=1, predict the reaction product. The product is: [ClH:12].[OH:4][CH:2]([CH2:1][O:5][C:6]1[CH:11]=[CH:10][CH:9]=[C:8]([Cl:12])[C:7]=1[C:13]#[N:14])[CH2:3][NH:27][C:16]([CH3:26])([CH3:15])[CH2:17][C:18]1[CH:23]=[CH:22][C:21]([O:24][CH3:25])=[CH:20][CH:19]=1. (3) Given the reactants Br[C:2]1[C:3]2[C:8]([C:9]3[CH:10]=[CH:11][CH:12]=[CH:13][C:14]=3[CH:15]=1)=[CH:7][CH:6]=[CH:5][CH:4]=2.[Li]C(C)(C)C.[CH3:21][O:22][C:23]1[CH:36]=[CH:35][CH:34]=[CH:33][C:24]=1/[N:25]=[CH:26]/[C:27]1[CH:32]=[CH:31][CH:30]=[CH:29][CH:28]=1.O, predict the reaction product. The product is: [CH3:21][O:22][C:23]1[CH:36]=[CH:35][CH:34]=[CH:33][C:24]=1[NH:25][CH:26]([C:2]1[C:3]2[C:8]([C:9]3[CH:10]=[CH:11][CH:12]=[CH:13][C:14]=3[CH:15]=1)=[CH:7][CH:6]=[CH:5][CH:4]=2)[C:27]1[CH:32]=[CH:31][CH:30]=[CH:29][CH:28]=1.